This data is from Full USPTO retrosynthesis dataset with 1.9M reactions from patents (1976-2016). The task is: Predict the reactants needed to synthesize the given product. (1) The reactants are: Br[CH2:2][C:3]1[CH:18]=[CH:17][C:6]2[N:7]=[C:8]([C:10]3[C:14]([CH3:15])=[N:13][NH:12][C:11]=3[NH2:16])[S:9][C:5]=2[CH:4]=1.[CH3:19][N:20]1[CH2:25][CH2:24][NH:23][CH2:22][CH2:21]1. Given the product [CH3:15][C:14]1[C:10]([C:8]2[S:9][C:5]3[CH:4]=[C:3]([CH2:2][N:23]4[CH2:24][CH2:25][N:20]([CH3:19])[CH2:21][CH2:22]4)[CH:18]=[CH:17][C:6]=3[N:7]=2)=[C:11]([NH2:16])[NH:12][N:13]=1, predict the reactants needed to synthesize it. (2) Given the product [CH3:29][S:30]([OH:33])(=[O:32])=[O:31].[Cl:1][C:2]1[S:6][C:5]([C:7]([NH:9][CH2:10][C@@H:11]2[O:15][C:14](=[O:16])[N:13]([C:17]3[CH:22]=[CH:21][CH:20]=[CH:19][C:18]=3[N:23]3[CH2:28][CH2:27][NH:26][CH:25]=[N:24]3)[CH2:12]2)=[O:8])=[CH:4][CH:3]=1, predict the reactants needed to synthesize it. The reactants are: [Cl:1][C:2]1[S:6][C:5]([C:7]([NH:9][CH2:10][C@@H:11]2[O:15][C:14](=[O:16])[N:13]([C:17]3[CH:22]=[CH:21][CH:20]=[CH:19][C:18]=3[N:23]3[CH2:28][CH2:27][NH:26][CH:25]=[N:24]3)[CH2:12]2)=[O:8])=[CH:4][CH:3]=1.[CH3:29][S:30]([OH:33])(=[O:32])=[O:31]. (3) Given the product [CH2:11]([O:9][C:5]1[C:4]([OH:10])=[N:3][CH:8]=[CH:7][CH:6]=1)[C:12]1[CH:17]=[CH:16][CH:15]=[CH:14][CH:13]=1, predict the reactants needed to synthesize it. The reactants are: [OH-].[K+].[N:3]1[CH:8]=[CH:7][CH:6]=[C:5]([OH:9])[C:4]=1[OH:10].[CH2:11](Br)[C:12]1[CH:17]=[CH:16][CH:15]=[CH:14][CH:13]=1. (4) Given the product [F:4][C:5]1[C:23]([F:24])=[CH:22][CH:21]=[CH:20][C:6]=1[CH2:7][N:8]1[C:12]2=[N:13][C:14]([CH3:17])=[N:15][CH:16]=[C:11]2[C:10]([C:18](=[NH:26])[NH2:19])=[N:9]1, predict the reactants needed to synthesize it. The reactants are: C[O-].[Na+].[F:4][C:5]1[C:23]([F:24])=[CH:22][CH:21]=[CH:20][C:6]=1[CH2:7][N:8]1[C:12]2=[N:13][C:14]([CH3:17])=[N:15][CH:16]=[C:11]2[C:10]([C:18]#[N:19])=[N:9]1.[Cl-].[NH4+:26].C(O)(=O)C.